This data is from Forward reaction prediction with 1.9M reactions from USPTO patents (1976-2016). The task is: Predict the product of the given reaction. Given the reactants [NH2:1][C:2]1[CH:25]=[C:24]([Cl:26])[CH:23]=[CH:22][C:3]=1[O:4][CH2:5][C:6]([N:8]1[CH2:13][CH2:12][CH:11]([O:14][C:15]2[CH:20]=[CH:19][C:18]([F:21])=[CH:17][CH:16]=2)[CH2:10][CH2:9]1)=[O:7].C([N:29]([CH2:32]C)CC)C.C1([O:40]C(Cl)=O)C=CC=CC=1, predict the reaction product. The product is: [Cl:26][C:24]1[CH:23]=[CH:22][C:3]([O:4][CH2:5][C:6]([N:8]2[CH2:13][CH2:12][CH:11]([O:14][C:15]3[CH:20]=[CH:19][C:18]([F:21])=[CH:17][CH:16]=3)[CH2:10][CH2:9]2)=[O:7])=[C:2]([NH:1][C:32]([NH2:29])=[O:40])[CH:25]=1.